This data is from Full USPTO retrosynthesis dataset with 1.9M reactions from patents (1976-2016). The task is: Predict the reactants needed to synthesize the given product. (1) Given the product [F:1][C:2]1[CH:3]=[CH:4][CH:5]=[C:6]2[C:11]=1[N:10]=[C:9]([C:12]1[CH:13]=[CH:14][CH:15]=[CH:16][CH:17]=1)[C:8]([CH2:18][CH:19]1[CH2:24][CH2:23][CH2:22][NH:21][CH2:20]1)=[C:7]2[C:32]([NH:34][C@H:35]([C:38]1[CH:39]=[CH:40][CH:41]=[CH:42][CH:43]=1)[CH2:36][CH3:37])=[O:33], predict the reactants needed to synthesize it. The reactants are: [F:1][C:2]1[CH:3]=[CH:4][CH:5]=[C:6]2[C:11]=1[N:10]=[C:9]([C:12]1[CH:17]=[CH:16][CH:15]=[CH:14][CH:13]=1)[C:8]([CH2:18][CH:19]1[CH2:24][CH2:23][CH2:22][N:21](C(OC(C)(C)C)=O)[CH2:20]1)=[C:7]2[C:32]([NH:34][C@H:35]([C:38]1[CH:43]=[CH:42][CH:41]=[CH:40][CH:39]=1)[CH2:36][CH3:37])=[O:33]. (2) Given the product [CH3:34][C:33]1[C:28]([CH:18]([S:4]([CH2:1][CH2:2][CH3:3])(=[O:6])=[O:5])[C:19]2[C:24]([F:25])=[CH:23][CH:22]=[C:21]([F:26])[C:20]=2[F:27])=[CH:29][N:30]=[C:31]([C:35]([NH2:37])=[O:36])[CH:32]=1, predict the reactants needed to synthesize it. The reactants are: [CH2:1]([S:4]([O-:6])=[O:5])[CH2:2][CH3:3].[Na+].CN(C)C=O.CS(O[CH:18]([C:28]1[CH:29]=[N:30][C:31]([C:35]([NH2:37])=[O:36])=[CH:32][C:33]=1[CH3:34])[C:19]1[C:24]([F:25])=[CH:23][CH:22]=[C:21]([F:26])[C:20]=1[F:27])(=O)=O. (3) Given the product [CH3:1][NH:2][C:10]1[CH:11]=[CH:12][C:13]([C:16]2[CH:21]=[CH:20][N:19]=[C:18]3[N:22]([S:26]([C:29]4[CH:34]=[CH:33][CH:32]=[CH:31][CH:30]=4)(=[O:27])=[O:28])[C:23]([CH3:25])=[CH:24][C:17]=23)=[CH:14][CH:15]=1, predict the reactants needed to synthesize it. The reactants are: [CH3:1][N:2]([C:10]1[CH:15]=[CH:14][C:13]([C:16]2[CH:21]=[CH:20][N:19]=[C:18]3[N:22]([S:26]([C:29]4[CH:34]=[CH:33][CH:32]=[CH:31][CH:30]=4)(=[O:28])=[O:27])[C:23]([CH3:25])=[CH:24][C:17]=23)=[CH:12][CH:11]=1)C(=O)OC(C)(C)C.C(O)(C(F)(F)F)=O.